This data is from Reaction yield outcomes from USPTO patents with 853,638 reactions. The task is: Predict the reaction yield, written as a fraction of the theoretical maximum amount of product (1.0 means a 100% yield; for example, 0.34 means a 34% yield). The reactants are [C:1]12[C:7](=[CH:8][CH:9]=[CH:10][CH:11]=1)[NH:6]C(=O)[O:4][C:2]2=O.O.[CH2:14]([NH2:16])[CH3:15]. The catalyst is CO. The product is [NH2:6][C:7]1[CH:8]=[CH:9][CH:10]=[CH:11][C:1]=1[C:2]([NH:16][CH2:14][CH3:15])=[O:4]. The yield is 0.910.